Dataset: Experimentally validated miRNA-target interactions with 360,000+ pairs, plus equal number of negative samples. Task: Binary Classification. Given a miRNA mature sequence and a target amino acid sequence, predict their likelihood of interaction. (1) The miRNA is mmu-miR-3099-3p with sequence UAGGCUAGAGAGAGGUUGGGGA. The protein sequence of the target gene is MATVAEQWVLVEMVQALYEAPAYHLILEGILILWIIRLVFSKTYKLQERSDLTAKEKEELIEEWQPEPLVPPVSKNHPALNYNIVSGPPTHNIVVNGKECVNFASFNFLGLLANPRVKATAFSSLKKYGVGTCGPRGFYGTFDVHLDLEERLAKFMKTEEAIIYSYGFSTIASAIPAYSKRGDIIFVDSAACFAIQKGLQASRSDIKLFKHNDVADLERLLKEQEIEDQKNPRKARVTRRFIVVEGLYMNTGTICPLPELVKLKYKYKARIFLEESLSFGVLGEHGRGVTEHYGISIDDI.... Result: 0 (no interaction). (2) The protein sequence of the target gene is MNPIVVVHGGGAGPISKDRKERVHQGMVRAATVGYGILREGGSAVDAVEGAVVALEDDPEFNAGCGSVLNTNGEVEMDASIMDGKDLSAGAVSAVQCIANPIKLARLVMEKTPHCFLTDQGAAQFAAAMGVPEIPGEKLVTERNKKRLEKEKHEKGAQKTDCQKNLGTVGAVALDCKGNVAYATSTGGIVNKMVGRVGDSPCLGAGGYADNDIGAVSTTGHGESILKVNLARLTLFHIEQGKTVEEAADLSLGYMKSRVKGLGGLIVVSKTGDWVAKWTSTSMPWAAAKDGKLHFGIDPD.... The miRNA is dre-miR-206-3p with sequence UGGAAUGUAAGGAAGUGUGUGG. Result: 0 (no interaction).